From a dataset of Full USPTO retrosynthesis dataset with 1.9M reactions from patents (1976-2016). Predict the reactants needed to synthesize the given product. Given the product [C:16]([NH:18][NH2:19])(=[O:17])[C:15]1[CH:31]=[CH:32][CH:33]=[CH:13][CH:14]=1, predict the reactants needed to synthesize it. The reactants are: C(C1N2C=CN=CC2=NC=1)#C.I[C:13]1[CH:14]=[C:15]([CH:31]=[CH:32][C:33]=1C)[C:16]([NH:18][NH:19]C(=O)C1C(Cl)=CC(Cl)=CC=1Cl)=[O:17].C(N(C(C)C)CC)(C)C.